Dataset: NCI-60 drug combinations with 297,098 pairs across 59 cell lines. Task: Regression. Given two drug SMILES strings and cell line genomic features, predict the synergy score measuring deviation from expected non-interaction effect. (1) Cell line: RXF 393. Drug 1: C1=CC(=CC=C1CC(C(=O)O)N)N(CCCl)CCCl.Cl. Synergy scores: CSS=4.72, Synergy_ZIP=-5.25, Synergy_Bliss=-7.68, Synergy_Loewe=-16.6, Synergy_HSA=-6.71. Drug 2: C1CCC(C(C1)N)N.C(=O)(C(=O)[O-])[O-].[Pt+4]. (2) Drug 1: C1=CN(C=N1)CC(O)(P(=O)(O)O)P(=O)(O)O. Drug 2: CC1C(C(CC(O1)OC2CC(OC(C2O)C)OC3=CC4=CC5=C(C(=O)C(C(C5)C(C(=O)C(C(C)O)O)OC)OC6CC(C(C(O6)C)O)OC7CC(C(C(O7)C)O)OC8CC(C(C(O8)C)O)(C)O)C(=C4C(=C3C)O)O)O)O. Cell line: NCI-H322M. Synergy scores: CSS=37.5, Synergy_ZIP=1.19, Synergy_Bliss=1.57, Synergy_Loewe=-0.765, Synergy_HSA=-0.721. (3) Drug 1: C1CCC(C1)C(CC#N)N2C=C(C=N2)C3=C4C=CNC4=NC=N3. Drug 2: CCCCCOC(=O)NC1=NC(=O)N(C=C1F)C2C(C(C(O2)C)O)O. Cell line: OVCAR-8. Synergy scores: CSS=2.19, Synergy_ZIP=2.36, Synergy_Bliss=5.81, Synergy_Loewe=3.73, Synergy_HSA=3.88. (4) Drug 1: C1C(C(OC1N2C=NC3=C(N=C(N=C32)Cl)N)CO)O. Drug 2: B(C(CC(C)C)NC(=O)C(CC1=CC=CC=C1)NC(=O)C2=NC=CN=C2)(O)O. Cell line: COLO 205. Synergy scores: CSS=54.2, Synergy_ZIP=-7.92, Synergy_Bliss=-11.1, Synergy_Loewe=-5.92, Synergy_HSA=-3.58.